This data is from HIV replication inhibition screening data with 41,000+ compounds from the AIDS Antiviral Screen. The task is: Binary Classification. Given a drug SMILES string, predict its activity (active/inactive) in a high-throughput screening assay against a specified biological target. (1) The drug is O=C(O)CCc1coc2ccc(O)cc12. The result is 0 (inactive). (2) The compound is O=P(O)(O)C=C=C1CCCCC1. The result is 0 (inactive). (3) The molecule is O=C(CCCN1CCC2(CC1)C(NC1CCCCC1)=NC(=O)N2c1ccccc1)c1ccc(F)cc1. The result is 0 (inactive). (4) The molecule is COC(=O)CC(SCCO)SCCO. The result is 0 (inactive). (5) The result is 0 (inactive). The drug is NC(=S)NN=CCC(O)(C(F)(F)F)C(F)(F)F. (6) The compound is S=C(NCCc1ccccc1)N1CCC(CCCC2CCN(C(=S)NCCc3ccccc3)CC2)CC1. The result is 0 (inactive).